From a dataset of Full USPTO retrosynthesis dataset with 1.9M reactions from patents (1976-2016). Predict the reactants needed to synthesize the given product. (1) Given the product [N:10]([C:2]1[CH:9]=[CH:8][C:5]([C:6]#[N:7])=[CH:4][CH:3]=1)=[N+:11]=[N-:12], predict the reactants needed to synthesize it. The reactants are: F[C:2]1[CH:9]=[CH:8][C:5]([C:6]#[N:7])=[CH:4][CH:3]=1.[N-:10]=[N+:11]=[N-:12].[Na+]. (2) The reactants are: [Cl:1][C:2]1[CH:7]=[CH:6][C:5]([N:8]2[C:13](=[O:14])[C:12]3[C:15]([C:24]([NH2:26])=O)=[N:16][N:17]([C:18]4[CH:23]=[CH:22][CH:21]=[CH:20][CH:19]=4)[C:11]=3[N:10]=[C:9]2[C:27]2[CH:32]=[CH:31][C:30]([CH:33]([CH3:35])[CH3:34])=[CH:29][CH:28]=2)=[CH:4][CH:3]=1.ClC1C=CC(N2C(=O)C3C(C(O)=O)=NN(C4C=CC=CC=4)C=3N=C2C2C=CC(C(C)C)=CC=2)=CC=1.O=P(Cl)(Cl)Cl. Given the product [Cl:1][C:2]1[CH:3]=[CH:4][C:5]([N:8]2[C:13](=[O:14])[C:12]3[C:15]([C:24]#[N:26])=[N:16][N:17]([C:18]4[CH:23]=[CH:22][CH:21]=[CH:20][CH:19]=4)[C:11]=3[N:10]=[C:9]2[C:27]2[CH:28]=[CH:29][C:30]([CH:33]([CH3:35])[CH3:34])=[CH:31][CH:32]=2)=[CH:6][CH:7]=1, predict the reactants needed to synthesize it.